Predict the reactants needed to synthesize the given product. From a dataset of Full USPTO retrosynthesis dataset with 1.9M reactions from patents (1976-2016). (1) Given the product [CH3:1][O:2][C:3]1[CH:4]=[CH:5][C:6]([CH2:7][N:8]2[C:12]3[N:13]([CH2:24][CH2:25][N:26]4[CH2:31][CH2:30][O:29][CH2:28][CH2:27]4)[CH2:14][CH2:15][CH2:16][C:17](=[O:18])[C:11]=3[CH:10]=[N:9]2)=[CH:19][CH:20]=1, predict the reactants needed to synthesize it. The reactants are: [CH3:1][O:2][C:3]1[CH:20]=[CH:19][C:6]([CH2:7][N:8]2[C:12]3[NH:13][CH2:14][CH2:15][CH2:16][C:17](=[O:18])[C:11]=3[CH:10]=[N:9]2)=[CH:5][CH:4]=1.[H-].[Na+].Cl[CH2:24][CH2:25][N:26]1[CH2:31][CH2:30][O:29][CH2:28][CH2:27]1. (2) The reactants are: CCN(C(C)C)C(C)C.C1C=CC2N(O)N=NC=2C=1.CCN=C=NCCCN(C)C.[C:31]1([C:37]2[NH:41][N:40]=[C:39]([C:42]([NH:44][CH2:45][C:46]([OH:48])=O)=[O:43])[CH:38]=2)[CH:36]=[CH:35][CH:34]=[CH:33][CH:32]=1.Cl.[CH3:50][O:51][C:52]([CH:54]1[CH2:59][N:58]([C:60](=[O:72])[C:61]2[CH:66]=[C:65]([F:67])[CH:64]=[CH:63][C:62]=2[C:68]([F:71])([F:70])[F:69])[CH2:57][CH2:56][NH:55]1)=[O:53]. Given the product [CH3:50][O:51][C:52]([CH:54]1[CH2:59][N:58]([C:60](=[O:72])[C:61]2[CH:66]=[C:65]([F:67])[CH:64]=[CH:63][C:62]=2[C:68]([F:71])([F:70])[F:69])[CH2:57][CH2:56][N:55]1[C:46](=[O:48])[CH2:45][NH:44][C:42]([C:39]1[CH:38]=[C:37]([C:31]2[CH:32]=[CH:33][CH:34]=[CH:35][CH:36]=2)[NH:41][N:40]=1)=[O:43])=[O:53], predict the reactants needed to synthesize it. (3) Given the product [Cl:2][C:3]1[C:12]2[C:7](=[CH:8][C:9]([S:13]([NH:16][C@H:17]3[CH2:22][CH2:21][C@H:20]([C:23]([OH:25])=[O:24])[CH2:19][CH2:18]3)(=[O:14])=[O:15])=[CH:10][CH:11]=2)[C:6]([NH:28][C:29]([NH2:31])=[NH:30])=[N:5][CH:4]=1, predict the reactants needed to synthesize it. The reactants are: Cl.[Cl:2][C:3]1[C:12]2[C:7](=[CH:8][C:9]([S:13]([NH:16][C@H:17]3[CH2:22][CH2:21][C@H:20]([C:23]([O:25]CC)=[O:24])[CH2:19][CH2:18]3)(=[O:15])=[O:14])=[CH:10][CH:11]=2)[C:6]([NH:28][C:29]([NH2:31])=[NH:30])=[N:5][CH:4]=1. (4) Given the product [Br:1][C:2]1[CH:10]=[CH:9][CH:8]=[C:7]2[C:3]=1[CH:4]=[CH:5][N:6]2[S:13]([CH3:16])(=[O:15])=[O:14], predict the reactants needed to synthesize it. The reactants are: [Br:1][C:2]1[CH:10]=[CH:9][CH:8]=[C:7]2[C:3]=1[CH:4]=[CH:5][NH:6]2.[H-].[Na+].[S:13](Cl)([CH3:16])(=[O:15])=[O:14].